From a dataset of Reaction yield outcomes from USPTO patents with 853,638 reactions. Predict the reaction yield, written as a fraction of the theoretical maximum amount of product (1.0 means a 100% yield; for example, 0.34 means a 34% yield). (1) The product is [NH2:27][C:2]1[N:7]=[C:6]([N:8]2[CH2:12][CH2:11][CH2:10][CH2:9]2)[C:5]([C:13]([NH:15][CH2:16][C:17]2[CH:22]=[CH:21][C:20]([C:23]([F:26])([F:25])[F:24])=[CH:19][CH:18]=2)=[O:14])=[CH:4][N:3]=1. The reactants are Cl[C:2]1[N:7]=[C:6]([N:8]2[CH2:12][CH2:11][CH2:10][CH2:9]2)[C:5]([C:13]([NH:15][CH2:16][C:17]2[CH:22]=[CH:21][C:20]([C:23]([F:26])([F:25])[F:24])=[CH:19][CH:18]=2)=[O:14])=[CH:4][N:3]=1.[NH3:27]. The catalyst is CN1CCCC1=O.O. The yield is 0.720. (2) The catalyst is O. The yield is 1.00. The product is [CH2:23]([N:3]([CH2:1][CH3:2])[CH2:4][CH2:5][NH:6][C:7]([C:9]1[C:10]([CH3:22])=[CH:11][NH:12][C:13]=1[CH3:14])=[O:8])[CH3:24]. The reactants are [CH2:1]([N:3]([CH2:23][CH3:24])[CH2:4][CH2:5][NH:6][C:7]([C:9]1[C:10]([CH3:22])=[C:11](C(OC(C)(C)C)=O)[NH:12][C:13]=1[CH3:14])=[O:8])[CH3:2].OS(O)(=O)=O.CO.[OH-].[Na+]. (3) The reactants are [C:1]([O:5][C:6]([NH:8][C@@H:9]([CH2:14][CH:15]=[CH2:16])[C:10]([O:12][CH3:13])=[O:11])=[O:7])([CH3:4])([CH3:3])[CH3:2].[C:17]([O:20][CH2:21]C=C)(=[O:19])[CH3:18].C(OCC)=C. The catalyst is C1COCC1. The product is [C:17]([O:20][CH2:21]/[CH:16]=[CH:15]\[CH2:14][C@H:9]([NH:8][C:6]([O:5][C:1]([CH3:4])([CH3:3])[CH3:2])=[O:7])[C:10]([O:12][CH3:13])=[O:11])(=[O:19])[CH3:18]. The yield is 0.420. (4) The reactants are [CH3:1][O:2][C:3](=[O:11])[C:4]1[CH:9]=[CH:8][CH:7]=[CH:6][C:5]=1[NH2:10].[Br:12][C:13]1[CH:14]=[C:15]([CH:18]=[CH:19][CH:20]=1)[CH:16]=O.[CH2:21]=[C:22]([CH3:24])[CH3:23].FC(F)(F)S([O-])(=O)=O.[Yb+3].FC(F)(F)S([O-])(=O)=O.FC(F)(F)S([O-])(=O)=O. The catalyst is C(#N)C.C(OCC)(=O)C. The product is [CH3:1][O:2][C:3]([C:4]1[CH:9]=[CH:8][CH:7]=[C:6]2[C:5]=1[NH:10][CH:16]([C:15]1[CH:18]=[CH:19][CH:20]=[C:13]([Br:12])[CH:14]=1)[CH2:21][C:22]2([CH3:24])[CH3:23])=[O:11]. The yield is 0.400. (5) The reactants are [CH3:1][O:2][C:3](=[O:29])[C:4]1[CH:9]=[CH:8][C:7]([CH2:10][C:11]2([CH2:21][C:22]3[CH:27]=[CH:26][C:25]([Br:28])=[CH:24][CH:23]=3)C(=O)OC(C)(C)[O:13][C:12]2=O)=[CH:6][CH:5]=1.[O:30]1[C:35]2=[CH:36][CH:37]=[CH:38][C:34]2=[CH:33][CH:32]=[C:31]1[NH:39][C:40]1[CH:45]=[CH:44][CH:43]=[CH:42][CH:41]=1. The catalyst is CN1C(=O)CCC1.O. The product is [CH3:1][O:2][C:3](=[O:29])[C:4]1[CH:5]=[CH:6][C:7]([CH2:10][CH:11]([C:12](=[O:13])[N:39]([C:31]2[O:30][C:35]3=[CH:36][CH:37]=[CH:38][C:34]3=[CH:33][CH:32]=2)[C:40]2[CH:41]=[CH:42][CH:43]=[CH:44][CH:45]=2)[CH2:21][C:22]2[CH:23]=[CH:24][C:25]([Br:28])=[CH:26][CH:27]=2)=[CH:8][CH:9]=1. The yield is 0.560. (6) The reactants are P(Cl)(Cl)(Cl)=O.[NH:6]1[CH:10]=[N:9][CH:8]=[N:7]1.[C:11]([NH:14][C:15]1(N)[NH:24][C:23](=O)[C:22]2[C:17](=[N:18][CH:19]=[C:20]([C:26]3[CH:31]=[CH:30][C:29]([O:32][CH3:33])=[C:28]([O:34][CH3:35])[CH:27]=3)[N:21]=2)[NH:16]1)(=[O:13])[CH3:12]. The catalyst is N1C=CC=CC=1. The product is [C:11]([NH:14][C:15]1[N:24]=[C:23]([C:10]2[N:9]=[CH:8][NH:7][N:6]=2)[C:22]2[C:17](=[N:18][CH:19]=[C:20]([C:26]3[CH:31]=[CH:30][C:29]([O:32][CH3:33])=[C:28]([O:34][CH3:35])[CH:27]=3)[N:21]=2)[N:16]=1)(=[O:13])[CH3:12]. The yield is 0.800.